Dataset: Full USPTO retrosynthesis dataset with 1.9M reactions from patents (1976-2016). Task: Predict the reactants needed to synthesize the given product. (1) Given the product [CH2:1]([O:8][C:12]1[CH:17]=[CH:16][C:15]([N+:18]([O-:20])=[O:19])=[CH:14][N:13]=1)[C:2]1[CH:7]=[CH:6][CH:5]=[CH:4][CH:3]=1, predict the reactants needed to synthesize it. The reactants are: [CH2:1]([OH:8])[C:2]1[CH:7]=[CH:6][CH:5]=[CH:4][CH:3]=1.[OH-].[K+].Cl[C:12]1[CH:17]=[CH:16][C:15]([N+:18]([O-:20])=[O:19])=[CH:14][N:13]=1. (2) The reactants are: [Cl:1][C:2]1[C:11](=[O:12])[C:10]2[C:5](=[CH:6][CH:7]=[CH:8][CH:9]=2)[C:4](=[O:13])[C:3]=1[C:14]1[C:15](=[O:32])[C:16]2[C:21]([C:22](=[O:25])[C:23]=1O)=[CH:20][C:19]([CH2:26][CH2:27][CH:28]=[C:29]([CH3:31])[CH3:30])=[CH:18][CH:17]=2.C(Cl)(=O)C([Cl:36])=O.CN(C)C=O.O. Given the product [Cl:36][C:23]1[C:22](=[O:25])[C:21]2[C:16](=[CH:17][CH:18]=[C:19]([CH2:26][CH2:27][CH:28]=[C:29]([CH3:31])[CH3:30])[CH:20]=2)[C:15](=[O:32])[C:14]=1[C:3]1[C:4](=[O:13])[C:5]2[C:10]([C:11](=[O:12])[C:2]=1[Cl:1])=[CH:9][CH:8]=[CH:7][CH:6]=2, predict the reactants needed to synthesize it. (3) Given the product [F:16][C:10]1[CH:11]=[C:12]([CH:14]=[CH:15][C:9]=1[O:8][C:6]1[CH:5]=[CH:4][N:3]=[C:2]([C:21]2[CH:20]=[N:19][N:18]([CH3:17])[CH:22]=2)[CH:7]=1)[NH2:13], predict the reactants needed to synthesize it. The reactants are: Cl[C:2]1[CH:7]=[C:6]([O:8][C:9]2[CH:15]=[CH:14][C:12]([NH2:13])=[CH:11][C:10]=2[F:16])[CH:5]=[CH:4][N:3]=1.[CH3:17][N:18]1[CH:22]=[C:21](B2OC(C)(C)C(C)(C)O2)[CH:20]=[N:19]1.C([O-])([O-])=O.[Na+].[Na+].